From a dataset of Reaction yield outcomes from USPTO patents with 853,638 reactions. Predict the reaction yield, written as a fraction of the theoretical maximum amount of product (1.0 means a 100% yield; for example, 0.34 means a 34% yield). (1) The reactants are [Br:1][CH2:2][CH2:3][CH2:4][CH2:5][C:6]([CH3:16])([C:9]1[CH:14]=[CH:13][C:12](C)=[CH:11][CH:10]=1)[CH2:7][OH:8].BrCCCCC(C)(C1C=CC=CC=1)C(OCC)=O.[Li+].[BH4-].CO. The catalyst is C(Cl)Cl. The product is [Br:1][CH2:2][CH2:3][CH2:4][CH2:5][C:6]([CH3:16])([C:9]1[CH:10]=[CH:11][CH:12]=[CH:13][CH:14]=1)[CH2:7][OH:8]. The yield is 0.840. (2) The reactants are [OH:1][CH:2]1[CH2:5][N:4]([C:6]([CH:8]2[CH2:14][CH2:13][CH2:12][N:11]([C:15]([O:17][CH2:18][C:19]3[CH:24]=[CH:23][CH:22]=[CH:21][CH:20]=3)=[O:16])[CH2:10][CH2:9]2)=[O:7])[CH2:3]1.Cl[C:26]1[CH:31]=[CH:30][N:29]=[C:28]([CH3:32])[CH:27]=1.[H-].[Na+]. The catalyst is CS(C)=O.CCOC(C)=O. The product is [CH3:32][C:28]1[N:29]=[CH:30][C:31]([O:1][CH:2]2[CH2:3][N:4]([C:6]([CH:8]3[CH2:14][CH2:13][CH2:12][N:11]([C:15]([O:17][CH2:18][C:19]4[CH:24]=[CH:23][CH:22]=[CH:21][CH:20]=4)=[O:16])[CH2:10][CH2:9]3)=[O:7])[CH2:5]2)=[CH:26][CH:27]=1. The yield is 0.290. (3) The reactants are C([NH:5][C:6]1[C:7]([F:18])=[C:8]([CH2:15][CH2:16][OH:17])[C:9]([N+:12]([O-:14])=[O:13])=[CH:10][CH:11]=1)(C)(C)C. The catalyst is Cl. The product is [NH2:5][C:6]1[C:7]([F:18])=[C:8]([CH2:15][CH2:16][OH:17])[C:9]([N+:12]([O-:14])=[O:13])=[CH:10][CH:11]=1. The yield is 0.930. (4) The reactants are [Si:1]([O:8][C@H:9]1[C@@H:13]([O:14][Si:15]([C:18]([CH3:21])([CH3:20])[CH3:19])([CH3:17])[CH3:16])[C@H:12]([N:22]2[CH:27]=[CH:26][C:25](=[O:28])[N:24]([CH2:29][C:30]3[CH:35]=[CH:34][C:33]([O:36][CH3:37])=[CH:32][CH:31]=3)[C:23]2=[O:38])[O:11][CH:10]1[C@H:39]([OH:79])[C@H:40]([NH:48][C:49](=[O:78])[CH2:50][CH2:51][CH2:52][CH2:53][CH2:54][CH2:55][CH2:56][CH2:57][CH2:58][CH2:59][NH:60]C(OCC1C2C=CC=CC=2C2C1=CC=CC=2)=O)[C:41]([O:43][C:44]([CH3:47])([CH3:46])[CH3:45])=[O:42])([C:4]([CH3:7])([CH3:6])[CH3:5])([CH3:3])[CH3:2].N1CCCCC1. The product is [NH2:60][CH2:59][CH2:58][CH2:57][CH2:56][CH2:55][CH2:54][CH2:53][CH2:52][CH2:51][CH2:50][C:49]([NH:48][C@@H:40]([C@H:39]([CH:10]1[C@@H:9]([O:8][Si:1]([C:4]([CH3:5])([CH3:6])[CH3:7])([CH3:3])[CH3:2])[C@@H:13]([O:14][Si:15]([C:18]([CH3:21])([CH3:20])[CH3:19])([CH3:17])[CH3:16])[C@H:12]([N:22]2[CH:27]=[CH:26][C:25](=[O:28])[N:24]([CH2:29][C:30]3[CH:31]=[CH:32][C:33]([O:36][CH3:37])=[CH:34][CH:35]=3)[C:23]2=[O:38])[O:11]1)[OH:79])[C:41]([O:43][C:44]([CH3:45])([CH3:46])[CH3:47])=[O:42])=[O:78]. The yield is 0.650. No catalyst specified. (5) The reactants are [CH2:1]([N:8]1[CH2:13][CH2:12][CH2:11][CH2:10][C:9]1=[O:14])[C:2]1[CH:7]=[CH:6][CH:5]=[CH:4][CH:3]=1.C[Si]([N-][Si](C)(C)C)(C)C.[Li+].[CH:25]1(P([CH:25]2[CH2:30][CH2:29][CH2:28][CH2:27][CH2:26]2)C2C=CC=CC=2C2C=CC=CC=2N(C)C)[CH2:30][CH2:29][CH2:28][CH2:27][CH2:26]1.BrC1C=CC=CC=1. The catalyst is O1CCCC1.[Cl-].[Zn+2].[Cl-].C1C=CC(/C=C/C(/C=C/C2C=CC=CC=2)=O)=CC=1.C1C=CC(/C=C/C(/C=C/C2C=CC=CC=2)=O)=CC=1.C1C=CC(/C=C/C(/C=C/C2C=CC=CC=2)=O)=CC=1.[Pd].[Pd]. The product is [CH2:1]([N:8]1[CH2:13][CH2:12][CH2:11][CH:10]([C:25]2[CH:30]=[CH:29][CH:28]=[CH:27][CH:26]=2)[C:9]1=[O:14])[C:2]1[CH:7]=[CH:6][CH:5]=[CH:4][CH:3]=1. The yield is 0.740.